This data is from Reaction yield outcomes from USPTO patents with 853,638 reactions. The task is: Predict the reaction yield, written as a fraction of the theoretical maximum amount of product (1.0 means a 100% yield; for example, 0.34 means a 34% yield). The reactants are [F:1][C:2]1[CH:7]=[CH:6][C:5]([CH:8]2[C:12](=[O:13])[O:11][C:10](=[O:14])[NH:9]2)=[CH:4][CH:3]=1.Cl[C:16]([O:18][CH2:19][C:20]1[CH:25]=[CH:24][CH:23]=[CH:22][CH:21]=1)=[O:17].CN1CCOCC1. The yield is 0.640. The catalyst is C1COCC1. The product is [F:1][C:2]1[CH:3]=[CH:4][C:5]([CH:8]2[C:12](=[O:13])[O:11][C:10](=[O:14])[N:9]2[C:16]([O:18][CH2:19][C:20]2[CH:25]=[CH:24][CH:23]=[CH:22][CH:21]=2)=[O:17])=[CH:6][CH:7]=1.